From a dataset of Full USPTO retrosynthesis dataset with 1.9M reactions from patents (1976-2016). Predict the reactants needed to synthesize the given product. (1) Given the product [CH3:2][N:3]([CH2:4][CH2:5][NH:1][C:6]([NH:8][C:17]1[NH:18][C:19]([CH3:20])=[CH:12][C:13](=[O:15])[N:14]=1)=[O:7])[CH2:4][CH2:5][NH:1][C:6]([NH:8][C:9]1[NH:10][C:11]([CH3:16])=[CH:12][C:13](=[O:15])[N:14]=1)=[O:7], predict the reactants needed to synthesize it. The reactants are: [N:1]1([C:6]([NH:8][C:9]2[NH:10][C:11]([CH3:16])=[CH:12][C:13](=[O:15])[N:14]=2)=[O:7])[CH:5]=[CH:4][N:3]=[CH:2]1.[CH3:17][NH:18][CH2:19][CH:20](N)N. (2) Given the product [CH3:17][NH:16][C:7]1[N:8]=[C:9]([NH:12][CH2:13][CH2:14][CH3:15])[C:10]2[N:11]=[C:2]([N:22]3[CH2:27][CH2:26][O:25][CH2:24][CH2:23]3)[N:3]=[C:4]([NH:18][CH2:19][CH2:20][CH3:21])[C:5]=2[N:6]=1, predict the reactants needed to synthesize it. The reactants are: Cl[C:2]1[N:3]=[C:4]([NH:18][CH2:19][CH2:20][CH3:21])[C:5]2[N:6]=[C:7]([NH:16][CH3:17])[N:8]=[C:9]([NH:12][CH2:13][CH2:14][CH3:15])[C:10]=2[N:11]=1.[NH:22]1[CH2:27][CH2:26][O:25][CH2:24][CH2:23]1.C([O-])(O)=O.[Na+]. (3) Given the product [CH3:1][C:2]1[N:11]=[CH:10][C:9]([C:12]2[CH:13]=[CH:14][C:15]([C:18]3[CH:19]=[N:20][N:21]([CH3:23])[CH:22]=3)=[CH:16][CH:17]=2)=[C:8]2[C:3]=1[CH:4]=[CH:5][C:6]([C:24]([NH2:25])=[O:26])=[N:7]2, predict the reactants needed to synthesize it. The reactants are: [CH3:1][C:2]1[N:11]=[CH:10][C:9]([C:12]2[CH:17]=[CH:16][C:15]([C:18]3[CH:19]=[N:20][N:21]([CH3:23])[CH:22]=3)=[CH:14][CH:13]=2)=[C:8]2[C:3]=1[CH:4]=[CH:5][C:6]([C:24]#[N:25])=[N:7]2.[OH:26]S(O)(=O)=O.[OH-].[Na+].C([O-])(O)=O.[Na+]. (4) Given the product [Cl:1][C:2]1[CH:3]=[C:4]([Cl:18])[C:5]([C:8]2[CH:12]=[C:11]([O:13][CH:14]([F:16])[F:15])[N:10]([CH3:17])[N:9]=2)=[CH:6][C:7]=1[N+:19]([O-:21])=[O:20], predict the reactants needed to synthesize it. The reactants are: [Cl:1][C:2]1[CH:7]=[CH:6][C:5]([C:8]2[CH:12]=[C:11]([O:13][CH:14]([F:16])[F:15])[N:10]([CH3:17])[N:9]=2)=[C:4]([Cl:18])[CH:3]=1.[N+:19]([O-])([OH:21])=[O:20]. (5) Given the product [CH3:12][O:13][C:2]1[C:7]([CH3:8])=[CH:6][C:5]([N+:9]([O-:11])=[O:10])=[CH:4][N:3]=1, predict the reactants needed to synthesize it. The reactants are: Cl[C:2]1[C:7]([CH3:8])=[CH:6][C:5]([N+:9]([O-:11])=[O:10])=[CH:4][N:3]=1.[CH3:12][O-:13].[Na+]. (6) Given the product [Na+:75].[C:1]([CH2:4][CH2:5][CH2:6][CH2:7][CH2:8][N:9]1[C:17]2[C:12](=[CH:13][C:14]([S:18]([OH:21])(=[O:20])=[O:19])=[CH:15][CH:16]=2)[C:11]([CH3:29])([CH2:22][CH2:23][CH2:24][S:25]([OH:28])(=[O:26])=[O:27])/[C:10]/1=[CH:30]\[CH:31]=[CH:70]\[C:50]1[C:51]([CH3:69])([CH2:62][CH2:63][CH2:64][S:65]([OH:68])(=[O:67])=[O:66])[C:52]2[C:57](=[CH:56][CH:55]=[C:54]([S:58]([OH:61])(=[O:59])=[O:60])[CH:53]=2)[N+:49]=1[CH2:48][CH2:47][O:46][CH2:45][CH2:44][O:43][CH2:42][CH2:41][O:40][CH3:39])([OH:3])=[O:2], predict the reactants needed to synthesize it. The reactants are: [C:1]([CH2:4][CH2:5][CH2:6][CH2:7][CH2:8][N+:9]1[C:17]2[C:12](=[CH:13][C:14]([S:18]([OH:21])(=[O:20])=[O:19])=[CH:15][CH:16]=2)[C:11]([CH3:29])([CH2:22][CH2:23][CH2:24][S:25]([OH:28])(=[O:27])=[O:26])[C:10]=1/[CH:30]=[CH:31]/NC1C=CC=CC=1)([OH:3])=[O:2].[CH3:39][O:40][CH2:41][CH2:42][O:43][CH2:44][CH2:45][O:46][CH2:47][CH2:48][N+:49]1[C:57]2[C:52](=[CH:53][C:54]([S:58]([OH:61])(=[O:60])=[O:59])=[CH:55][CH:56]=2)[C:51]([CH3:69])([CH2:62][CH2:63][CH2:64][S:65]([OH:68])(=[O:67])=[O:66])[C:50]=1[CH3:70].C([O-])(=O)C.[Na+:75].COCCOCC[N+]1C2C(=CC(S(O)(=O)=O)=CC=2)C(C)(CCCS(O)(=O)=O)C=1C. (7) Given the product [Si:31]([O:30][CH2:29][CH2:28][O:8][C:6]1[CH:5]=[C:4]([F:9])[C:3]([C:10]2[N:15]=[C:14]([C:16]([O:18][CH3:19])=[O:17])[CH:13]=[CH:12][C:11]=2[F:20])=[C:2]([F:1])[CH:7]=1)([C:34]([CH3:37])([CH3:36])[CH3:35])([CH3:33])[CH3:32], predict the reactants needed to synthesize it. The reactants are: [F:1][C:2]1[CH:7]=[C:6]([OH:8])[CH:5]=[C:4]([F:9])[C:3]=1[C:10]1[N:15]=[C:14]([C:16]([O:18][CH3:19])=[O:17])[CH:13]=[CH:12][C:11]=1[F:20].C(=O)([O-])[O-].[K+].[K+].Br[CH2:28][CH2:29][O:30][Si:31]([C:34]([CH3:37])([CH3:36])[CH3:35])([CH3:33])[CH3:32]. (8) Given the product [CH3:34][N:35]1[CH:39]=[CH:38][C:37]([NH:40][C:12](=[O:13])[CH:11]([N:8]2[CH:9]=[CH:10][C:5]([O:4][C:3]3[CH:20]=[CH:21][CH:22]=[C:23]([F:24])[C:2]=3[F:1])=[CH:6][C:7]2=[O:19])[CH2:15][CH:16]([CH3:18])[CH3:17])=[N:36]1, predict the reactants needed to synthesize it. The reactants are: [F:1][C:2]1[C:23]([F:24])=[CH:22][CH:21]=[CH:20][C:3]=1[O:4][C:5]1[CH:10]=[CH:9][N:8]([CH:11]([CH2:15][CH:16]([CH3:18])[CH3:17])[C:12](O)=[O:13])[C:7](=[O:19])[CH:6]=1.C(N(CC)C(C)C)(C)C.[CH3:34][N:35]1[CH:39]=[CH:38][C:37]([NH2:40])=[N:36]1. (9) The reactants are: [Cl:1][C:2]1[CH:3]=[C:4]([CH2:27][C:28]([O:30]CC)=[O:29])[CH:5]=[CH:6][C:7]=1[NH:8][C:9]([C:11]1[CH:16]=[C:15]([O:17][CH2:18][C:19]2[CH:24]=[CH:23][CH:22]=[C:21]([Cl:25])[CH:20]=2)[CH:14]=[CH:13][C:12]=1[Cl:26])=[O:10].O. Given the product [Cl:1][C:2]1[CH:3]=[C:4]([CH2:27][C:28]([OH:30])=[O:29])[CH:5]=[CH:6][C:7]=1[NH:8][C:9]([C:11]1[CH:16]=[C:15]([O:17][CH2:18][C:19]2[CH:24]=[CH:23][CH:22]=[C:21]([Cl:25])[CH:20]=2)[CH:14]=[CH:13][C:12]=1[Cl:26])=[O:10], predict the reactants needed to synthesize it.